Dataset: Full USPTO retrosynthesis dataset with 1.9M reactions from patents (1976-2016). Task: Predict the reactants needed to synthesize the given product. (1) Given the product [F:11][C:12]1[CH:13]=[C:14]([CH:15]=[CH:16][CH:17]=1)[O:18][CH2:2][C:3]1[CH:10]=[CH:9][C:6]([C:7]#[N:8])=[CH:5][CH:4]=1, predict the reactants needed to synthesize it. The reactants are: Br[CH2:2][C:3]1[CH:10]=[CH:9][C:6]([C:7]#[N:8])=[CH:5][CH:4]=1.[F:11][C:12]1[CH:13]=[C:14]([OH:18])[CH:15]=[CH:16][CH:17]=1. (2) Given the product [C:16]([O:15][C:13]([N:8]([CH3:32])[C:7]1[CH:9]=[CH:10][CH:11]=[CH:12][C:6]=1[N+:3]([O-:5])=[O:4])=[O:14])([CH3:19])([CH3:18])[CH3:17], predict the reactants needed to synthesize it. The reactants are: [H-].[Na+].[N+:3]([C:6]1[CH:12]=[CH:11][CH:10]=[CH:9][C:7]=1[NH2:8])([O-:5])=[O:4].[C:13](O[C:13]([O:15][C:16]([CH3:19])([CH3:18])[CH3:17])=[O:14])([O:15][C:16]([CH3:19])([CH3:18])[CH3:17])=[O:14].S(OC)(O[CH3:32])(=O)=O.